This data is from Full USPTO retrosynthesis dataset with 1.9M reactions from patents (1976-2016). The task is: Predict the reactants needed to synthesize the given product. (1) Given the product [CH2:43]([O:42][C:34]1[CH:33]=[CH:32][C:31]([NH:30][C:2]2[C:7]([C:8]([F:9])([F:11])[F:10])=[CH:6][N:5]=[C:4]([NH:12][C:13]3[CH:27]=[CH:26][C:16]([CH2:17][P:18](=[O:25])([O:19][CH2:20][CH3:21])[O:22][CH2:23][CH3:24])=[CH:15][C:14]=3[O:28][CH3:29])[N:3]=2)=[C:39]2[C:35]=1[CH2:36][N:37]([CH3:41])[C:38]2=[O:40])[CH3:44], predict the reactants needed to synthesize it. The reactants are: Cl[C:2]1[C:7]([C:8]([F:11])([F:10])[F:9])=[CH:6][N:5]=[C:4]([NH:12][C:13]2[CH:27]=[CH:26][C:16]([CH2:17][P:18](=[O:25])([O:22][CH2:23][CH3:24])[O:19][CH2:20][CH3:21])=[CH:15][C:14]=2[O:28][CH3:29])[N:3]=1.[NH2:30][C:31]1[CH:32]=[CH:33][C:34]([O:42][CH2:43][CH3:44])=[C:35]2[C:39]=1[C:38](=[O:40])[N:37]([CH3:41])[CH2:36]2. (2) Given the product [CH3:18][O:17][CH2:16][C:8]1([CH3:15])[C:7](=[O:19])[CH2:6][C:11](=[O:12])[C:10]([CH3:14])([CH3:13])[O:9]1, predict the reactants needed to synthesize it. The reactants are: C(OC([CH:6]1[C:11](=[O:12])[C:10]([CH3:14])([CH3:13])[O:9][C:8]([CH2:16][O:17][CH3:18])([CH3:15])[C:7]1=[O:19])=O)C.S(=O)(=O)(O)O. (3) Given the product [CH3:20][C:4]1[C:3](/[CH:1]=[C:24](/[N+:21]([O-:23])=[O:22])\[CH3:25])=[CH:8][CH:7]=[CH:6][C:5]=1[NH:9][C:10](=[O:19])[O:11][CH2:12][C:13]1[CH:18]=[CH:17][CH:16]=[CH:15][CH:14]=1, predict the reactants needed to synthesize it. The reactants are: [CH:1]([C:3]1[C:4]([CH3:20])=[C:5]([NH:9][C:10](=[O:19])[O:11][CH2:12][C:13]2[CH:18]=[CH:17][CH:16]=[CH:15][CH:14]=2)[CH:6]=[CH:7][CH:8]=1)=O.[N+:21]([CH2:24][CH3:25])([O-:23])=[O:22].C([O-])(=O)C.[NH4+]. (4) Given the product [CH2:14]([N:16]1[C:24]2[C:19](=[N:20][CH:21]=[CH:22][CH:23]=2)[N:18]([C:25]2[CH:26]=[CH:27][C:28]([O:31][C:4]3[N:5]([CH3:13])[C:6]4[C:7]([N:12]=3)=[N:8][CH:9]=[CH:10][CH:11]=4)=[CH:29][CH:30]=2)[C:17]1=[O:32])[CH3:15], predict the reactants needed to synthesize it. The reactants are: [H-].[Na+].Cl[C:4]1[N:5]([CH3:13])[C:6]2[C:7]([N:12]=1)=[N:8][CH:9]=[CH:10][CH:11]=2.[CH2:14]([N:16]1[C:24]2[C:19](=[N:20][CH:21]=[CH:22][CH:23]=2)[N:18]([C:25]2[CH:30]=[CH:29][C:28]([OH:31])=[CH:27][CH:26]=2)[C:17]1=[O:32])[CH3:15].[Cl-].[Cl-].[Ca+2].Cl. (5) The reactants are: F[C:2]1[CH:7]=[CH:6][C:5]([C:8]2[O:9][C:10]3[CH:16]=[CH:15][CH:14]=[CH:13][C:11]=3[N:12]=2)=[CH:4][C:3]=1[N+:17]([O-])=O.C(N(CC)CC)C.[NH2:27][CH2:28][C:29]([N:31]1[CH2:36][CH2:35][O:34][CH2:33][CH2:32]1)=[O:30].[H][H]. Given the product [N:31]1([C:29]([CH2:28][NH:27][C:2]2[CH:7]=[CH:6][C:5]([C:8]3[O:9][C:10]4[CH:16]=[CH:15][CH:14]=[CH:13][C:11]=4[N:12]=3)=[CH:4][C:3]=2[NH2:17])=[O:30])[CH2:36][CH2:35][O:34][CH2:33][CH2:32]1, predict the reactants needed to synthesize it. (6) Given the product [CH3:1][C:2]1[C:6]([CH2:7][N:8]2[CH:12]=[C:11]([N:13]3[C:17](=[O:18])[CH2:16][N:15]([CH2:22][C:23]4[CH:30]=[CH:29][C:26]([C:27]#[N:28])=[CH:25][CH:24]=4)[C:14]3=[O:19])[CH:10]=[N:9]2)=[C:5]([CH3:20])[O:4][N:3]=1, predict the reactants needed to synthesize it. The reactants are: [CH3:1][C:2]1[C:6]([CH2:7][N:8]2[CH:12]=[C:11]([N:13]3[C:17](=[O:18])[CH2:16][NH:15][C:14]3=[O:19])[CH:10]=[N:9]2)=[C:5]([CH3:20])[O:4][N:3]=1.Br[CH2:22][C:23]1[CH:30]=[CH:29][C:26]([C:27]#[N:28])=[CH:25][CH:24]=1. (7) Given the product [F:1][C:2]1([C:7]([NH:9][C:10]2[CH:15]=[CH:14][C:13]([F:16])=[C:12]([CH3:17])[CH:11]=2)=[O:8])[CH2:6][CH2:5][N:4]([S:26](=[O:31])(=[O:25])[NH:27][CH:28]([CH3:30])[CH3:29])[CH2:3]1, predict the reactants needed to synthesize it. The reactants are: [F:1][C:2]1([C:7]([NH:9][C:10]2[CH:15]=[CH:14][C:13]([F:16])=[C:12]([CH3:17])[CH:11]=2)=[O:8])[CH2:6][CH2:5][NH:4][CH2:3]1.OC1C=CC=CC=1[O:25][S:26](=O)(=[O:31])[NH:27][CH:28]([CH3:30])[CH3:29].C(N(CC)CC)C. (8) Given the product [F:1][C:2]([F:20])([F:19])[C:3]1[CH:18]=[CH:17][C:6]([CH2:7][O:8][C:9]2[CH:16]=[CH:15][C:12]([C:13]3[NH:28][C:27]4=[N:26][CH:25]=[C:24]([CH:29]5[CH2:34][CH2:33][N:32]([C:35]([O:37][C:38]([CH3:40])([CH3:39])[CH3:41])=[O:36])[CH2:31][CH2:30]5)[CH:23]=[C:22]4[N:21]=3)=[CH:11][CH:10]=2)=[CH:5][CH:4]=1, predict the reactants needed to synthesize it. The reactants are: [F:1][C:2]([F:20])([F:19])[C:3]1[CH:18]=[CH:17][C:6]([CH2:7][O:8][C:9]2[CH:16]=[CH:15][C:12]([CH:13]=O)=[CH:11][CH:10]=2)=[CH:5][CH:4]=1.[NH2:21][C:22]1[CH:23]=[C:24]([CH:29]2[CH2:34][CH2:33][N:32]([C:35]([O:37][C:38]([CH3:41])([CH3:40])[CH3:39])=[O:36])[CH2:31][CH2:30]2)[CH:25]=[N:26][C:27]=1[NH2:28].C(OI(C1C=CC=CC=1)OC(=O)C)(=O)C. (9) Given the product [Br:10][C:11]1[N:16]=[CH:15][C:14]([CH:17]([C:3]2[C:4]3[C:9](=[N:8][CH:7]=[CH:6][CH:5]=3)[NH:1][CH:2]=2)[OH:18])=[CH:13][CH:12]=1, predict the reactants needed to synthesize it. The reactants are: [NH:1]1[C:9]2[C:4](=[CH:5][CH:6]=[CH:7][N:8]=2)[CH:3]=[CH:2]1.[Br:10][C:11]1[N:16]=[CH:15][C:14]([CH:17]=[O:18])=[CH:13][CH:12]=1.[OH-].[K+].